Predict hERG channel inhibition at various concentrations. From a dataset of hERG Central: cardiac toxicity at 1µM, 10µM, and general inhibition. (1) The molecule is CC(C)[C@H](NC(=O)NC1CCCc2ccccc21)C(=O)O. Results: hERG_inhib (hERG inhibition (general)): blocker. (2) The drug is O=C1N(Cc2cccnc2)C[C@@H]2C[C@@H](c3ccccc3C#Cc3ccccc3)N3CCC[C@@]123. Results: hERG_inhib (hERG inhibition (general)): blocker. (3) The molecule is COc1ccc(C)cc1NC(=O)CN1CCN(c2ccc(F)cc2)CC1. Results: hERG_inhib (hERG inhibition (general)): blocker. (4) The compound is CC(C)(C)[C@]1(O)CCN2C[C@H]3c4ccccc4CCc4cccc(c43)[C@@H]2C1.Cl. Results: hERG_inhib (hERG inhibition (general)): blocker. (5) The compound is O=C(c1ccc(Br)o1)N1CCN(CCc2ccncc2)CC1. Results: hERG_inhib (hERG inhibition (general)): blocker.